This data is from Reaction yield outcomes from USPTO patents with 853,638 reactions. The task is: Predict the reaction yield, written as a fraction of the theoretical maximum amount of product (1.0 means a 100% yield; for example, 0.34 means a 34% yield). (1) The reactants are [C:1]([O:5][C:6]([N:8]1[CH2:12][C@H:11]([CH2:13][O:14][CH3:15])[CH2:10][C@H:9]1[C:16]1[NH:20][C:19]2[C:21]3[C:26]([CH:27]=[CH:28][C:18]=2[N:17]=1)=[CH:25][C:24]1[C:29]2[C:34]([CH2:35][O:36][C:23]=1[CH:22]=3)=[CH:33][C:32](Cl)=[CH:31][CH:30]=2)=[O:7])([CH3:4])([CH3:3])[CH3:2].[B:38]1([B:38]2[O:42][C:41]([CH3:44])([CH3:43])[C:40]([CH3:46])([CH3:45])[O:39]2)[O:42][C:41]([CH3:44])([CH3:43])[C:40]([CH3:46])([CH3:45])[O:39]1.C([O-])(=O)C.[K+].C1(P(C2CCCCC2)C2C=CC=CC=2C2C(CCC)=CC(CCC)=CC=2CCC)CCCCC1. The catalyst is O1CCOCC1.C(OCC)(=O)C.[Pd].C(=CC(C=CC1C=CC=CC=1)=O)C1C=CC=CC=1.C(=CC(C=CC1C=CC=CC=1)=O)C1C=CC=CC=1.C(=CC(C=CC1C=CC=CC=1)=O)C1C=CC=CC=1. The product is [CH3:15][O:14][CH2:13][C@H:11]1[CH2:12][N:8]([C:6]([O:5][C:1]([CH3:4])([CH3:2])[CH3:3])=[O:7])[C@H:9]([C:16]2[NH:20][C:19]3[C:21]4[C:26]([CH:27]=[CH:28][C:18]=3[N:17]=2)=[CH:25][C:24]2[C:29]3[C:34]([CH2:35][O:36][C:23]=2[CH:22]=4)=[CH:33][C:32]([B:38]2[O:42][C:41]([CH3:44])([CH3:43])[C:40]([CH3:46])([CH3:45])[O:39]2)=[CH:31][CH:30]=3)[CH2:10]1. The yield is 0.960. (2) The product is [CH3:24][C:23]1[CH:22]=[C:21]([N+:25]([O-:27])=[O:26])[CH:20]=[C:19]([CH3:28])[C:18]=1[N:6]1[CH:7]=[C:3]([C:2]([F:9])([F:8])[F:1])[N:4]=[CH:5]1. The yield is 0.210. The reactants are [F:1][C:2]([F:9])([F:8])[C:3]1[N:4]=[CH:5][NH:6][CH:7]=1.[H-].[Na+].FC(F)(F)S(O[C:18]1[C:23]([CH3:24])=[CH:22][C:21]([N+:25]([O-:27])=[O:26])=[CH:20][C:19]=1[CH3:28])(=O)=O. The catalyst is CN(C=O)C.O. (3) The reactants are [C:1](=[O:3])=O.Br[C:5]1[CH:6]=[C:7]([CH:10]=[C:11](Br)C=1)[CH2:8]O.[Zn](CC)CC.Cl.[CH2:20]1[CH2:24]O[CH2:22][CH2:21]1. The catalyst is C1C=CC(P(C2C=CC=CC=2)[C-]2C=CC=C2)=CC=1.C1C=CC(P(C2C=CC=CC=2)[C-]2C=CC=C2)=CC=1.Cl[Pd]Cl.[Fe+2].CCOC(C)=O.CCCCCCC. The product is [CH2:21]([C:20]1[CH:24]=[C:5]([CH2:1][OH:3])[CH:6]=[C:7]([CH2:10][CH3:11])[CH:8]=1)[CH3:22]. The yield is 0.530.